The task is: Predict the reactants needed to synthesize the given product.. This data is from Full USPTO retrosynthesis dataset with 1.9M reactions from patents (1976-2016). (1) Given the product [NH2:12][C:10]1[S:11][C:7]([C:5]2[CH:4]=[CH:3][N:36]=[C:34]([NH:33][C:23]3[CH:24]=[CH:25][C:26]([N:27]4[CH2:32][CH2:31][O:30][CH2:29][CH2:28]4)=[C:21]([O:20][CH3:19])[CH:22]=3)[N:35]=2)=[C:8]([CH3:17])[N:9]=1, predict the reactants needed to synthesize it. The reactants are: CN(C)[CH:3]=[CH:4][C:5]([C:7]1[S:11][C:10]([N:12]=CN(C)C)=[N:9][C:8]=1[CH3:17])=O.[CH3:19][O:20][C:21]1[CH:22]=[C:23]([NH:33][C:34]([NH2:36])=[NH:35])[CH:24]=[CH:25][C:26]=1[N:27]1[CH2:32][CH2:31][O:30][CH2:29][CH2:28]1. (2) Given the product [CH:25]1([O:24][C:23]2[CH:22]=[CH:21][C:4]([C:5]([NH:7][C:8]3[CH:9]=[N:10][C:11]([C:14]4[CH:19]=[CH:18][CH:17]=[CH:16][C:15]=4[F:20])=[CH:12][CH:13]=3)=[O:6])=[CH:3][C:2]=2[NH:1][C:38]([C:35]2([N:29]3[CH2:34][CH2:33][O:32][CH2:31][CH2:30]3)[CH2:37][CH2:36]2)=[O:39])[CH2:26][CH2:27]1, predict the reactants needed to synthesize it. The reactants are: [NH2:1][C:2]1[CH:3]=[C:4]([CH:21]=[CH:22][C:23]=1[O:24][CH:25]1[CH2:27][CH2:26]1)[C:5]([NH:7][C:8]1[CH:9]=[N:10][C:11]([C:14]2[CH:19]=[CH:18][CH:17]=[CH:16][C:15]=2[F:20])=[CH:12][CH:13]=1)=[O:6].Cl.[N:29]1([C:35]2([C:38](O)=[O:39])[CH2:37][CH2:36]2)[CH2:34][CH2:33][O:32][CH2:31][CH2:30]1.C(N(C(C)C)C(C)C)C.C1CN([P+](ON2N=NC3C=CC=CC2=3)(N2CCCC2)N2CCCC2)CC1.F[P-](F)(F)(F)(F)F. (3) Given the product [F:21][C:20]([F:22])([F:23])[C:19]([NH:18][C:15]1[CH:16]=[CH:17][C:12]([CH2:11][N:7]2[CH2:8][CH2:9][N:4]([CH:1]([CH3:3])[CH3:2])[CH2:5][CH2:6]2)=[C:13]([C:25]([F:27])([F:26])[F:28])[CH:14]=1)=[O:24], predict the reactants needed to synthesize it. The reactants are: [CH:1]([N:4]1[CH2:9][CH2:8][NH:7][CH2:6][CH2:5]1)([CH3:3])[CH3:2].Br[CH2:11][C:12]1[CH:17]=[CH:16][C:15]([NH:18][C:19](=[O:24])[C:20]([F:23])([F:22])[F:21])=[CH:14][C:13]=1[C:25]([F:28])([F:27])[F:26]. (4) Given the product [ClH:19].[Cl:19][C:20]1[CH:25]=[C:24]([NH:26][C:27]([NH:1][C@H:2]2[CH2:3][CH2:4][C@@H:5]([NH:8][C:9]3[CH:14]=[C:13]([N:15]([CH3:17])[CH3:16])[C:12]([CH3:18])=[CH:11][N:10]=3)[CH2:6][CH2:7]2)=[O:28])[CH:23]=[CH:22][C:21]=1[F:29], predict the reactants needed to synthesize it. The reactants are: [NH2:1][C@@H:2]1[CH2:7][CH2:6][C@H:5]([NH:8][C:9]2[CH:14]=[C:13]([N:15]([CH3:17])[CH3:16])[C:12]([CH3:18])=[CH:11][N:10]=2)[CH2:4][CH2:3]1.[Cl:19][C:20]1[CH:25]=[C:24]([N:26]=[C:27]=[O:28])[CH:23]=[CH:22][C:21]=1[F:29].O. (5) Given the product [CH3:23][O:22][C:14]1[CH:15]=[C:16]([N+:19]([O-:21])=[O:20])[CH:17]=[CH:18][C:13]=1[N:6]1[CH:5]=[CH:4][N:8]=[CH:7]1, predict the reactants needed to synthesize it. The reactants are: N[C@H](C(O)=O)C[C:4]1[N:8]=[CH:7][NH:6][CH:5]=1.Br[C:13]1[CH:18]=[CH:17][C:16]([N+:19]([O-:21])=[O:20])=[CH:15][C:14]=1[O:22][CH3:23].N1C=CN=C1.C([O-])([O-])=O.[K+].[K+].C([O-])(O)=O.[Na+]. (6) Given the product [Cl:24][C:22]1[CH:21]=[CH:20][C:19]([O:25][CH3:26])=[C:18]([NH:17][S:14]([C:6]2[CH:7]=[CH:8][C:9]([O:12][CH3:13])=[C:10]3[C:5]=2[O:4][CH2:3][C@H:2]([N:1]2[CH2:31][CH2:30][CH2:29][CH2:28]2)[CH2:11]3)(=[O:15])=[O:16])[CH:23]=1, predict the reactants needed to synthesize it. The reactants are: [NH2:1][C@@H:2]1[CH2:11][C:10]2[C:5](=[C:6]([S:14]([NH:17][C:18]3[CH:23]=[C:22]([Cl:24])[CH:21]=[CH:20][C:19]=3[O:25][CH3:26])(=[O:16])=[O:15])[CH:7]=[CH:8][C:9]=2[O:12][CH3:13])[O:4][CH2:3]1.Br[CH2:28][CH2:29][CH2:30][CH2:31]Br.C(=O)(O)[O-].[Na+].[I-].[K+]. (7) Given the product [OH:24][CH:13]1[C:12]2[CH:11]=[C:10]([O:9][CH2:8][CH2:7][O:6][C:1](=[O:5])[C:2]([CH3:4])=[CH2:3])[CH:23]=[CH:22][C:21]=2[S:20][C:19]2[C:14]1=[CH:15][CH:16]=[CH:17][CH:18]=2, predict the reactants needed to synthesize it. The reactants are: [C:1]([O:6][CH2:7][CH2:8][O:9][C:10]1[CH:23]=[CH:22][C:21]2[S:20][C:19]3[C:14](=[CH:15][CH:16]=[CH:17][CH:18]=3)[C:13](=[O:24])[C:12]=2[CH:11]=1)(=[O:5])[C:2]([CH3:4])=[CH2:3].B.[Na].CO.O.